Task: Predict the product of the given reaction.. Dataset: Forward reaction prediction with 1.9M reactions from USPTO patents (1976-2016) (1) Given the reactants [C:1]([C:3]1[CH:8]=[CH:7][CH:6]=[C:5]([N+:9]([O-:11])=[O:10])[C:4]=1[O:12][CH3:13])#[CH:2].[C:14]([O:20][CH2:21][N:22]=[N+:23]=[N-:24])(=[O:19])[C:15]([CH3:18])([CH3:17])[CH3:16], predict the reaction product. The product is: [C:14]([O:20][CH2:21][N:22]1[CH:2]=[C:1]([C:3]2[CH:8]=[CH:7][CH:6]=[C:5]([N+:9]([O-:11])=[O:10])[C:4]=2[O:12][CH3:13])[N:24]=[N:23]1)(=[O:19])[C:15]([CH3:18])([CH3:17])[CH3:16]. (2) Given the reactants [C:1]([C:5]1[O:9][N:8]=[C:7]([N:10]([CH3:29])[C:11]([NH:13][C:14]2[CH:19]=[CH:18][CH:17]=[C:16]([C:20]#[C:21][C:22]3[CH:23]=[N:24][C:25](Cl)=[N:26][CH:27]=3)[CH:15]=2)=[O:12])[CH:6]=1)([CH3:4])([CH3:3])[CH3:2].[NH2:30][CH2:31][CH2:32][N:33]1[CH2:38][CH2:37][O:36][CH2:35][CH2:34]1.Cl, predict the reaction product. The product is: [C:1]([C:5]1[O:9][N:8]=[C:7]([N:10]([CH3:29])[C:11]([NH:13][C:14]2[CH:19]=[CH:18][CH:17]=[C:16]([C:20]#[C:21][C:22]3[CH:23]=[N:24][C:25]([NH:30][CH2:31][CH2:32][N:33]4[CH2:38][CH2:37][O:36][CH2:35][CH2:34]4)=[N:26][CH:27]=3)[CH:15]=2)=[O:12])[CH:6]=1)([CH3:4])([CH3:3])[CH3:2]. (3) Given the reactants [NH2:1][C:2]1[CH:3]=[CH:4][C:5]2[S:9][C:8]([C:10]3[C:11]([NH2:25])=[N:12][CH:13]=[C:14]([B:16]4[O:20][C:19]([CH3:22])([CH3:21])[C:18]([CH3:24])([CH3:23])[O:17]4)[CH:15]=3)=[CH:7][C:6]=2[CH:26]=1.[CH2:27]([C:29]1[CH:34]=[CH:33][CH:32]=[C:31]([N:35]=[C:36]=[O:37])[CH:30]=1)[CH3:28], predict the reaction product. The product is: [NH2:25][C:11]1[C:10]([C:8]2[S:9][C:5]3[CH:4]=[CH:3][C:2]([NH:1][C:36]([NH:35][C:31]4[CH:32]=[CH:33][CH:34]=[C:29]([CH2:27][CH3:28])[CH:30]=4)=[O:37])=[CH:26][C:6]=3[CH:7]=2)=[CH:15][C:14]([B:16]2[O:20][C:19]([CH3:22])([CH3:21])[C:18]([CH3:24])([CH3:23])[O:17]2)=[CH:13][N:12]=1. (4) Given the reactants [CH2:1]([C@@:4]1([C:17]2[CH:22]=[CH:21][C:20]([F:23])=[CH:19][CH:18]=2)[O:9][C:8](=[O:10])[N:7]([C@H:11]([C:13]([CH3:16])([CH3:15])[CH3:14])[CH3:12])[CH2:6][CH2:5]1)[CH:2]=C.[O:24]=[O+][O-].[BH4-].[Na+], predict the reaction product. The product is: [CH3:14][C:13]([CH3:15])([CH3:16])[C@@H:11]([N:7]1[CH2:6][CH2:5][C@@:4]([C:17]2[CH:22]=[CH:21][C:20]([F:23])=[CH:19][CH:18]=2)([CH2:1][CH2:2][OH:24])[O:9][C:8]1=[O:10])[CH3:12]. (5) Given the reactants [C:1]1([CH3:7])[CH:6]=[CH:5][CH:4]=[CH:3][CH:2]=1.[NH2:8][C:9]1[CH:16]=[CH:15][C:12]([CH2:13][NH2:14])=[CH:11][CH:10]=1.[CH3:17][O:18][C:19]1[CH:20]=[CH:21][C:22]([CH:25]=O)=[CH:23][CH:24]=1.O.[C:28](OCC)(=[O:30])C, predict the reaction product. The product is: [CH3:28][O:30][C:4]1[CH:5]=[CH:6][C:1]([CH:7]=[N:8][C:9]2[CH:16]=[CH:15][C:12]([CH2:13][N:14]=[CH:25][C:22]3[CH:23]=[CH:24][C:19]([O:18][CH3:17])=[CH:20][CH:21]=3)=[CH:11][CH:10]=2)=[CH:2][CH:3]=1. (6) The product is: [Br:1][C:2]1[CH:12]=[CH:11][C:5]2[O:6][C:7]3[C:8](=[O:9])[NH:10][C:16]([CH2:17][NH:35][CH2:34][C:29]4[CH:30]=[CH:31][CH:32]=[CH:33][C:28]=4[N:25]4[CH2:26][CH2:27][N:22]([CH3:21])[CH2:23][CH2:24]4)=[N:14][C:13]=3[C:4]=2[CH:3]=1. Given the reactants [Br:1][C:2]1[CH:12]=[CH:11][C:5]([O:6][CH2:7][C:8]([NH2:10])=[O:9])=[C:4]([C:13]#[N:14])[CH:3]=1.N1CCC[CH2:17][CH2:16]1.[CH3:21][N:22]1[CH2:27][CH2:26][N:25]([C:28]2[CH:33]=[CH:32][CH:31]=[CH:30][C:29]=2[CH2:34][NH2:35])[CH2:24][CH2:23]1, predict the reaction product.